Dataset: Forward reaction prediction with 1.9M reactions from USPTO patents (1976-2016). Task: Predict the product of the given reaction. (1) The product is: [CH:21]1([N:26]2[C:27]3[N:28]=[C:29]([S:35][CH3:36])[N:30]=[CH:31][C:32]=3[CH:33]=[C:5]([CH2:6][O:7][CH2:8][CH3:9])[C:4]2=[O:10])[CH2:22][CH2:23][CH2:24][CH2:25]1. Given the reactants C(O[C:4](=[O:10])[CH2:5][CH2:6][O:7][CH2:8][CH3:9])C.[Li+].C[Si]([N-][Si](C)(C)C)(C)C.[CH:21]1([NH:26][C:27]2[C:32]([CH:33]=O)=[CH:31][N:30]=[C:29]([S:35][CH3:36])[N:28]=2)[CH2:25][CH2:24][CH2:23][CH2:22]1, predict the reaction product. (2) Given the reactants C(N[C:6]1[N:14]=[C:13]2[C:9]([N:10]=[C:11]([O:26][CH3:27])[N:12]2[CH2:15][CH2:16][CH2:17][CH2:18][N:19]2[CH2:25][CH2:24][CH2:23][CH2:22][CH2:21][CH2:20]2)=[C:8]([NH2:28])[N:7]=1)CCC.FC(F)(F)C(O)=O.[CH3:36][C@H:37]([O:41]C1NC(N)=C2C(N=1)=NC(OC)=N2)[CH2:38][CH2:39][CH3:40].BrCCCCCl.N1CCCCCC1, predict the reaction product. The product is: [N:19]1([CH2:18][CH2:17][CH2:16][CH2:15][N:12]2[C:11]([O:26][CH3:27])=[N:10][C:9]3[C:13]2=[N:14][C:6]([O:41][C@@H:37]([CH3:36])[CH2:38][CH2:39][CH3:40])=[N:7][C:8]=3[NH2:28])[CH2:20][CH2:21][CH2:22][CH2:23][CH2:24][CH2:25]1.